Dataset: hERG Central: cardiac toxicity at 1µM, 10µM, and general inhibition. Task: Predict hERG channel inhibition at various concentrations. (1) The drug is CCC1CCCCN1CCCNC(=O)c1cn(CC)c2ccc(S(=O)(=O)N3CCc4ccccc4C3)cc2c1=O. Results: hERG_inhib (hERG inhibition (general)): blocker. (2) The drug is O=C(c1ccc(F)cc1)N1CCN(C(=O)c2ccc([N+](=O)[O-])cc2)CC1. Results: hERG_inhib (hERG inhibition (general)): blocker. (3) Results: hERG_inhib (hERG inhibition (general)): blocker. The drug is CN(C)CCOc1ccccc1Cc1ccccc1.O=C(O)CC(O)(CC(=O)O)C(=O)O. (4) The compound is FC(F)Oc1ccc(-n2cc(-c3ccccc3)[n+]3c2CCCCC3)cc1.[Br-]. Results: hERG_inhib (hERG inhibition (general)): blocker. (5) The compound is O=c1cc(CN2CCN(S(=O)(=O)c3ccccc3)CC2)nc2ccc(Cl)cn12. Results: hERG_inhib (hERG inhibition (general)): blocker.